From a dataset of Reaction yield outcomes from USPTO patents with 853,638 reactions. Predict the reaction yield, written as a fraction of the theoretical maximum amount of product (1.0 means a 100% yield; for example, 0.34 means a 34% yield). (1) The reactants are [CH:1]1([CH2:4][N:5]2[C:9]3[CH:10]=[CH:11][C:12]([S:14]([CH3:17])(=[O:16])=[O:15])=[CH:13][C:8]=3[N:7]=[C:6]2[CH2:18][C:19]([CH3:22])([CH3:21])[CH3:20])[CH2:3][CH2:2]1.C[Si]([N-][Si](C)(C)C)(C)C.[Li+].[CH3:33][C:34]([CH3:36])=[O:35]. The catalyst is O1CCCC1. The product is [CH:1]1([CH2:4][N:5]2[C:9]3[CH:10]=[CH:11][C:12]([S:14]([CH2:17][C:34]([CH3:36])([OH:35])[CH3:33])(=[O:15])=[O:16])=[CH:13][C:8]=3[N:7]=[C:6]2[CH2:18][C:19]([CH3:22])([CH3:21])[CH3:20])[CH2:2][CH2:3]1. The yield is 0.480. (2) The reactants are [NH2:1][C:2]1[C:7]2=[C:8]([C:17]3[CH:18]=[C:19]([CH:30]=[CH:31][CH:32]=3)[C:20]([NH:22][CH2:23][C:24]3[CH:29]=[CH:28][CH:27]=[CH:26][CH:25]=3)=[O:21])[CH:9]=[C:10]([CH:11]3[CH2:16][CH2:15][NH:14][CH2:13][CH2:12]3)[N:6]2[N:5]=[CH:4][N:3]=1.[C:33](Cl)(=[O:35])[CH3:34]. No catalyst specified. The product is [C:33]([N:14]1[CH2:15][CH2:16][CH:11]([C:10]2[N:6]3[C:7]([C:2]([NH2:1])=[N:3][CH:4]=[N:5]3)=[C:8]([C:17]3[CH:18]=[C:19]([CH:30]=[CH:31][CH:32]=3)[C:20]([NH:22][CH2:23][C:24]3[CH:25]=[CH:26][CH:27]=[CH:28][CH:29]=3)=[O:21])[CH:9]=2)[CH2:12][CH2:13]1)(=[O:35])[CH3:34]. The yield is 0.260. (3) The reactants are [C:1]([O:5][NH:6][C:7]([C:9]1[C:14]([CH3:15])=[C:13]([N+:16]([O-])=O)[CH:12]=[CH:11][CH:10]=1)=[O:8])([CH3:4])([CH3:3])[CH3:2].C(ONC(C1C=C(C=CC=1)N)=O)(C)(C)C. No catalyst specified. The product is [NH2:16][C:13]1[CH:12]=[CH:11][CH:10]=[C:9]([C:7](=[O:8])[NH:6][O:5][C:1]([CH3:2])([CH3:3])[CH3:4])[C:14]=1[CH3:15]. The yield is 0.990. (4) The reactants are [F:1][C:2]1[CH:15]=[CH:14][CH:13]=[C:12]([F:16])[C:3]=1[CH:4]=[N:5][S@:6]([C:8]([CH3:11])([CH3:10])[CH3:9])=[O:7].[CH:17]([Mg]Br)=[CH2:18]. The catalyst is C1COCC1. The product is [F:1][C:2]1[CH:15]=[CH:14][CH:13]=[C:12]([F:16])[C:3]=1[C@H:4]([NH:5][S@:6]([C:8]([CH3:11])([CH3:10])[CH3:9])=[O:7])[CH:17]=[CH2:18]. The yield is 0.880. (5) The reactants are [Cl:1][C:2]1[CH:3]=[CH:4][C:5]([NH2:8])=[N:6][CH:7]=1.CO[CH:11](OC)[N:12]([CH3:14])[CH3:13]. No catalyst specified. The product is [Cl:1][C:2]1[CH:3]=[CH:4][C:5]([N:8]=[CH:11][N:12]([CH3:14])[CH3:13])=[N:6][CH:7]=1. The yield is 1.00. (6) No catalyst specified. The yield is 0.850. The reactants are CC1C=C(N2CCN(CC3C=CC(C(F)(F)F)=CC=3)C2=O)SC=1C(OCC)=O.[N:29]1[S:30][N:31]=[C:32]2[CH:37]=[C:36]([CH2:38][N:39]3[CH2:43][CH2:42][N:41]([C:44]4[S:45][C:46]([C:50]([O:52]CC)=[O:51])=[C:47]([CH3:49])[N:48]=4)[C:40]3=[O:55])[CH:35]=[CH:34][C:33]=12. The product is [N:29]1[S:30][N:31]=[C:32]2[CH:37]=[C:36]([CH2:38][N:39]3[CH2:43][CH2:42][N:41]([C:44]4[S:45][C:46]([C:50]([OH:52])=[O:51])=[C:47]([CH3:49])[N:48]=4)[C:40]3=[O:55])[CH:35]=[CH:34][C:33]=12.